This data is from Catalyst prediction with 721,799 reactions and 888 catalyst types from USPTO. The task is: Predict which catalyst facilitates the given reaction. (1) Reactant: Br[CH2:2][CH:3]([C:5]1[CH:10]=[CH:9][C:8]([CH2:11][CH3:12])=[CH:7][N:6]=1)[OH:4].C(=O)([O-])[O-].[K+].[K+]. Product: [CH2:11]([C:8]1[CH:9]=[CH:10][C:5]([CH:3]2[CH2:2][O:4]2)=[N:6][CH:7]=1)[CH3:12]. The catalyst class is: 5. (2) Reactant: [NH2:1][C:2]1[CH:3]=[C:4]([CH:9]([NH:15][C:16]2[CH:21]=[CH:20][C:19]([C:22]#[N:23])=[CH:18][CH:17]=2)[C:10]([O:12][CH2:13][CH3:14])=[O:11])[CH:5]=[C:6]([CH3:8])[CH:7]=1.Cl[C:25]1[N:30]=[CH:29][CH:28]=[CH:27][N:26]=1.C(N(C(C)C)CC)(C)C.[N:40]12[CH2:50][CH2:49][CH2:48][N:47]=[C:46]1[CH2:45][CH2:44][CH2:43][CH2:42][CH2:41]2. Product: [C:22]([C:19]1[CH:18]=[CH:17][C:16]([NH:15][CH:9]([C:4]2[CH:3]=[C:2]([N:1]=[C:46]3[CH2:45][CH2:44][CH2:43][CH2:42][CH2:41][N:40]3[CH2:50][CH2:49][CH2:48][NH:47][C:25]3[N:30]=[CH:29][CH:28]=[CH:27][N:26]=3)[CH:7]=[C:6]([CH3:8])[CH:5]=2)[C:10]([O:12][CH2:13][CH3:14])=[O:11])=[CH:21][CH:20]=1)#[N:23]. The catalyst class is: 1. (3) Reactant: [CH2:1]([O:3][C:4](=[O:19])[CH2:5][C:6]1[C:15]2[C:10](=[CH:11][CH:12]=[C:13]([O:16][CH3:17])[N:14]=2)[N:9]=[CH:8][C:7]=1[F:18])[CH3:2].[Li+].C[Si]([N-][Si](C)(C)C)(C)C.Br[CH2:31][N:32]1[C:36](=[O:37])[C:35]2=[CH:38][CH:39]=[CH:40][CH:41]=[C:34]2[C:33]1=[O:42]. Product: [CH2:1]([O:3][C:4](=[O:19])[CH:5]([C:6]1[C:15]2[C:10](=[CH:11][CH:12]=[C:13]([O:16][CH3:17])[N:14]=2)[N:9]=[CH:8][C:7]=1[F:18])[CH2:31][N:32]1[C:36](=[O:37])[C:35]2[C:34](=[CH:41][CH:40]=[CH:39][CH:38]=2)[C:33]1=[O:42])[CH3:2]. The catalyst class is: 1. (4) Reactant: [OH:1][C@@H:2]1[CH2:7][C:6]([CH3:9])([CH3:8])[O:5][CH2:4][C@H:3]1[NH:10][C:11](=[O:19])[O:12][CH2:13][CH2:14][Si:15]([CH3:18])([CH3:17])[CH3:16].C(N(CC)CC)C.[S:27](Cl)([CH3:30])(=[O:29])=[O:28]. Product: [CH3:30][S:27]([O:1][C@H:2]1[C@H:3]([NH:10][C:11]([O:12][CH2:13][CH2:14][Si:15]([CH3:17])([CH3:16])[CH3:18])=[O:19])[CH2:4][O:5][C:6]([CH3:9])([CH3:8])[CH2:7]1)(=[O:29])=[O:28]. The catalyst class is: 4. (5) Reactant: [NH2:1][C:2]1[CH:3]=[CH:4][C:5]([CH3:18])=[C:6]([NH:8][C:9](=[O:17])[CH2:10][N:11]2[CH2:16][CH2:15][O:14][CH2:13][CH2:12]2)[CH:7]=1.[C:19]1([C:25]2[S:29][C:28]([C:30](O)=[O:31])=[CH:27][CH:26]=2)[CH:24]=[CH:23][CH:22]=[CH:21][CH:20]=1.C(N(C(C)C)CC)(C)C. Product: [CH3:18][C:5]1[CH:4]=[CH:3][C:2]([NH:1][C:30]([C:28]2[S:29][C:25]([C:19]3[CH:20]=[CH:21][CH:22]=[CH:23][CH:24]=3)=[CH:26][CH:27]=2)=[O:31])=[CH:7][C:6]=1[NH:8][C:9](=[O:17])[CH2:10][N:11]1[CH2:12][CH2:13][O:14][CH2:15][CH2:16]1. The catalyst class is: 3. (6) Reactant: [CH2:1]([N:10]1[CH2:15][CH2:14][NH:13][CH2:12][CH2:11]1)/[CH:2]=[CH:3]/[C:4]1[CH:9]=[CH:8][CH:7]=[CH:6][CH:5]=1.[CH2:16]([O:18][C:19](=[O:31])[CH2:20][O:21][C:22](OC1C=CC=CC=1)=[O:23])[CH3:17]. Product: [C:4]1(/[CH:3]=[CH:2]/[CH2:1][N:10]2[CH2:15][CH2:14][N:13]([C:22]([O:21][CH2:20][C:19]([O:18][CH2:16][CH3:17])=[O:31])=[O:23])[CH2:12][CH2:11]2)[CH:9]=[CH:8][CH:7]=[CH:6][CH:5]=1. The catalyst class is: 11. (7) Reactant: [Cl:1][C:2]1[CH:9]=[CH:8][C:5]([CH:6]=O)=[C:4]([CH3:10])[CH:3]=1.[NH:11]1[CH2:16][CH2:15][O:14][CH2:13][CH2:12]1.[BH3-]C#N.[Na+].CC(O)=O. Product: [Cl:1][C:2]1[CH:9]=[CH:8][C:5]([CH2:6][N:11]2[CH2:16][CH2:15][O:14][CH2:13][CH2:12]2)=[C:4]([CH3:10])[CH:3]=1. The catalyst class is: 5.